Dataset: Full USPTO retrosynthesis dataset with 1.9M reactions from patents (1976-2016). Task: Predict the reactants needed to synthesize the given product. (1) Given the product [S:16]1[CH:20]=[CH:19][N:18]2[CH:2]=[C:3]([C:5]3[CH:15]=[CH:14][CH:13]=[CH:12][C:6]=3[C:7]([O:9][CH2:10][CH3:11])=[O:8])[N:21]=[C:17]12, predict the reactants needed to synthesize it. The reactants are: Br[CH2:2][C:3]([C:5]1[CH:15]=[CH:14][CH:13]=[CH:12][C:6]=1[C:7]([O:9][CH2:10][CH3:11])=[O:8])=O.[S:16]1[CH:20]=[CH:19][N:18]=[C:17]1[NH2:21]. (2) Given the product [Cl:11][C:12]1[C:13]([C:14]([C:7]2[NH:6][CH:10]=[CH:9][CH:8]=2)=[O:15])=[CH:17][CH:18]=[C:19]([Cl:21])[N:20]=1.[Cl:11][C:12]1[C:13]([C:14]([C:8]2[CH:9]=[CH:10][NH:6][CH:7]=2)=[O:15])=[CH:17][CH:18]=[C:19]([Cl:21])[N:20]=1, predict the reactants needed to synthesize it. The reactants are: [Sn](Cl)(Cl)(Cl)Cl.[NH:6]1[CH:10]=[CH:9][CH:8]=[CH:7]1.[Cl:11][C:12]1[N:20]=[C:19]([Cl:21])[CH:18]=[CH:17][C:13]=1[C:14](Cl)=[O:15]. (3) Given the product [Br:1][C:2]1[CH:7]=[CH:6][C:5]([S:8]([NH:16][CH:12]2[CH2:15][CH2:14][CH2:13]2)(=[O:10])=[O:9])=[CH:4][CH:3]=1, predict the reactants needed to synthesize it. The reactants are: [Br:1][C:2]1[CH:7]=[CH:6][C:5]([S:8](Cl)(=[O:10])=[O:9])=[CH:4][CH:3]=1.[CH:12]1([NH2:16])[CH2:15][CH2:14][CH2:13]1. (4) Given the product [NH2:31][C:5]([C:8]1[O:9][C:10]2[CH:16]=[CH:15][C:14]([C:17]3[N:21]=[C:20](/[CH:22]=[CH:23]/[C:24]4[CH:29]=[CH:28][C:27]([CH3:30])=[CH:26][CH:25]=4)[O:19][N:18]=3)=[CH:13][C:11]=2[CH:12]=1)([CH2:4][OH:3])[CH2:6][OH:7], predict the reactants needed to synthesize it. The reactants are: CC1(C)[O:7][CH2:6][C:5]([NH:31]C(=O)OC(C)(C)C)([C:8]2[O:9][C:10]3[CH:16]=[CH:15][C:14]([C:17]4[N:21]=[C:20](/[CH:22]=[CH:23]/[C:24]5[CH:29]=[CH:28][C:27]([CH3:30])=[CH:26][CH:25]=5)[O:19][N:18]=4)=[CH:13][C:11]=3[CH:12]=2)[CH2:4][O:3]1.C(=O)(OC1(C2OC3C=CC(C4N=C(C5C=CC(OCCC)=C(Cl)C=5)ON=4)=CC=3C=2)COC(C)(C)OC1C(C)(C)C)N. (5) Given the product [CH2:1]([O:8][C:9]1[CH:17]=[C:12]2[CH2:13][N:14]([C:20](=[O:21])[CH2:19][Br:18])[CH2:15][CH2:16][N:11]2[N:10]=1)[C:2]1[CH:3]=[CH:4][CH:5]=[CH:6][CH:7]=1, predict the reactants needed to synthesize it. The reactants are: [CH2:1]([O:8][C:9]1[CH:17]=[C:12]2[CH2:13][NH:14][CH2:15][CH2:16][N:11]2[N:10]=1)[C:2]1[CH:7]=[CH:6][CH:5]=[CH:4][CH:3]=1.[Br:18][CH2:19][C:20](Br)=[O:21]. (6) The reactants are: [NH2:1][C:2]1[N:7]=[C:6]([C:8]#[N:9])[CH:5]=[C:4]([S:10][CH3:11])[CH:3]=1.Cl.[NH2:13][OH:14].C(=O)([O-])[O-].[Na+].[Na+]. Given the product [NH3:1].[NH2:1][C:2]1[N:7]=[C:6]([C:8]([NH:13][OH:14])=[NH:9])[CH:5]=[C:4]([S:10][CH3:11])[CH:3]=1, predict the reactants needed to synthesize it. (7) Given the product [C:20]([O:19][C:18]([N:9]1[CH2:17][CH2:16][CH:12]([C:13]([OH:15])=[O:14])[CH2:11][CH2:10]1)=[O:24])([CH3:23])([CH3:22])[CH3:21], predict the reactants needed to synthesize it. The reactants are: C(N(CC)CC)C.O.[NH:9]1[CH2:17][CH2:16][CH:12]([C:13]([OH:15])=[O:14])[CH2:11][CH2:10]1.[C:18](=O)([O:24]C(C)(C)C)[O:19][C:20]([CH3:23])([CH3:22])[CH3:21]. (8) Given the product [C:30]([N:27]1[CH2:28][CH2:29][CH:24]([NH:23][C:2]2[C:3]([C:8]3[NH:17][C:16](=[O:18])[C:15]4[C:10](=[CH:11][C:12]([O:21][CH3:22])=[CH:13][C:14]=4[O:19][CH3:20])[N:9]=3)=[N:4][CH:5]=[CH:6][CH:7]=2)[CH2:25][CH2:26]1)(=[O:32])[CH3:31], predict the reactants needed to synthesize it. The reactants are: F[C:2]1[C:3]([C:8]2[NH:17][C:16](=[O:18])[C:15]3[C:10](=[CH:11][C:12]([O:21][CH3:22])=[CH:13][C:14]=3[O:19][CH3:20])[N:9]=2)=[N:4][CH:5]=[CH:6][CH:7]=1.[NH2:23][CH:24]1[CH2:29][CH2:28][N:27]([C:30](=[O:32])[CH3:31])[CH2:26][CH2:25]1.C([O-])([O-])=O.[K+].[K+]. (9) Given the product [CH3:1][O:2][C:3](=[O:16])[CH:4]([NH:15][C:30](=[O:31])[C@@H:29]([NH:33][C:34]([O:36][CH2:37][CH:38]1[C:39]2[CH:40]=[CH:41][CH:42]=[CH:43][C:44]=2[C:45]2[C:50]1=[CH:49][CH:48]=[CH:47][CH:46]=2)=[O:35])[CH2:28][CH2:27][CH2:26][CH2:25][NH2:24])[CH2:5][C:6]1[C:14]2[C:9](=[CH:10][CH:11]=[CH:12][CH:13]=2)[NH:8][CH:7]=1, predict the reactants needed to synthesize it. The reactants are: [CH3:1][O:2][C:3](=[O:16])[C@@H:4]([NH2:15])[CH2:5][C:6]1[C:14]2[C:9](=[CH:10][CH:11]=[CH:12][CH:13]=2)[NH:8][CH:7]=1.C(OC([NH:24][CH2:25][CH2:26][CH2:27][CH2:28][C@H:29]([NH:33][C:34]([O:36][CH2:37][CH:38]1[C:50]2[CH:49]=[CH:48][CH:47]=[CH:46][C:45]=2[C:44]2[C:39]1=[CH:40][CH:41]=[CH:42][CH:43]=2)=[O:35])[C:30](O)=[O:31])=O)(C)(C)C.